Dataset: Full USPTO retrosynthesis dataset with 1.9M reactions from patents (1976-2016). Task: Predict the reactants needed to synthesize the given product. (1) Given the product [K+:31].[OH:1][C:2]1[CH:11]=[C:10]([O:12][CH2:13][CH2:14][CH2:15][S:16]([O-:19])(=[O:17])=[O:18])[CH:9]=[C:8]2[C:3]=1[C:4](=[O:29])[CH2:5][CH:6]([C:20]1[CH:25]=[CH:24][C:23]([O:26][CH3:27])=[C:22]([OH:28])[CH:21]=1)[O:7]2, predict the reactants needed to synthesize it. The reactants are: [OH:1][C:2]1[CH:11]=[C:10]([O:12][CH2:13][CH2:14][CH2:15][S:16]([OH:19])(=[O:18])=[O:17])[CH:9]=[C:8]2[C:3]=1[C:4](=[O:29])[CH2:5][CH:6]([C:20]1[CH:25]=[CH:24][C:23]([O:26][CH3:27])=[C:22]([OH:28])[CH:21]=1)[O:7]2.[OH-].[K+:31]. (2) Given the product [F:74][C:72]1[CH:71]=[CH:70][C:69]([C:75]([F:77])([F:76])[F:78])=[C:68]([CH:73]=1)[C:67]([N:64]1[CH2:65][CH2:66][N:61]([C:59](=[O:60])[CH2:58][NH:57][C:43]([C:40]2[CH:39]=[C:38]([C:34]3[CH:35]=[CH:36][CH:37]=[C:32]([F:31])[CH:33]=3)[O:42][N:41]=2)=[O:45])[CH2:62][CH2:63]1)=[O:79], predict the reactants needed to synthesize it. The reactants are: CCN(C(C)C)C(C)C.C1C=CC2N(O)N=NC=2C=1.CCN=C=NCCCN(C)C.[F:31][C:32]1[CH:33]=[C:34]([C:38]2[O:42][N:41]=[C:40]([C:43]([OH:45])=O)[CH:39]=2)[CH:35]=[CH:36][CH:37]=1.FC1C=C(C(=O)C)C=CC=1.Cl.[NH2:57][CH2:58][C:59]([N:61]1[CH2:66][CH2:65][N:64]([C:67](=[O:79])[C:68]2[CH:73]=[C:72]([F:74])[CH:71]=[CH:70][C:69]=2[C:75]([F:78])([F:77])[F:76])[CH2:63][CH2:62]1)=[O:60].FC1C=CC(C(F)(F)F)=C(C=1)C(O)=O. (3) The reactants are: [Br:1]Br.[CH3:3][C:4]1[C:9]([O:10][CH3:11])=[CH:8][CH:7]=[CH:6][C:5]=1[CH2:12][CH2:13][NH2:14]. Given the product [Br:1][C:6]1[C:5]([CH2:12][CH2:13][NH2:14])=[C:4]([CH3:3])[C:9]([O:10][CH3:11])=[CH:8][CH:7]=1, predict the reactants needed to synthesize it. (4) Given the product [Cl:1][C:2]1[CH:3]=[C:4]([NH:8][C:9](=[O:27])[C:10]2[CH:15]=[CH:14][CH:13]=[N:12][C:11]=2[NH:16][CH:17]2[CH2:22][C:21]([CH3:23])([CH3:24])[N:20]([CH2:29][CH2:30][OH:31])[C:19]([CH3:26])([CH3:25])[CH2:18]2)[CH:5]=[CH:6][CH:7]=1, predict the reactants needed to synthesize it. The reactants are: [Cl:1][C:2]1[CH:3]=[C:4]([NH:8][C:9](=[O:27])[C:10]2[CH:15]=[CH:14][CH:13]=[N:12][C:11]=2[NH:16][CH:17]2[CH2:22][C:21]([CH3:24])([CH3:23])[NH:20][C:19]([CH3:26])([CH3:25])[CH2:18]2)[CH:5]=[CH:6][CH:7]=1.Br[CH2:29][CH2:30][OH:31].C(=O)([O-])[O-].[K+].[K+]. (5) Given the product [Cl:27][C:22]1[CH:23]=[CH:24][CH:25]=[CH:26][C:21]=1[N:18]1[CH2:17][CH2:16][C@:15]2([CH2:28][CH2:29][CH2:30][N:13]([C:10]3[N:11]=[CH:12][C:7]([NH:6][C:2](=[O:3])[O:4][CH3:5])=[CH:8][CH:9]=3)[CH2:14]2)[C:19]1=[O:20], predict the reactants needed to synthesize it. The reactants are: Cl[C:2]([O:4][CH3:5])=[O:3].[NH2:6][C:7]1[CH:8]=[CH:9][C:10]([N:13]2[CH2:30][CH2:29][CH2:28][C@@:15]3([C:19](=[O:20])[N:18]([C:21]4[CH:26]=[CH:25][CH:24]=[CH:23][C:22]=4[Cl:27])[CH2:17][CH2:16]3)[CH2:14]2)=[N:11][CH:12]=1.N1C=CC=CC=1.C(Cl)Cl. (6) Given the product [F:1][C:2]1[CH:7]=[CH:6][CH:5]=[CH:4][C:3]=1[CH2:8][C:9]1[O:11][N:25]=[C:19]([C:20]([O:22][CH2:23][CH3:24])=[O:21])[N:18]=1, predict the reactants needed to synthesize it. The reactants are: [F:1][C:2]1[CH:7]=[CH:6][CH:5]=[CH:4][C:3]=1[CH2:8][C:9]([OH:11])=O.C(Cl)(=O)C(Cl)=O.[NH2:18][C:19](=[N:25]O)[C:20]([O:22][CH2:23][CH3:24])=[O:21].C(N(CC)C(C)C)(C)C.